Dataset: Reaction yield outcomes from USPTO patents with 853,638 reactions. Task: Predict the reaction yield, written as a fraction of the theoretical maximum amount of product (1.0 means a 100% yield; for example, 0.34 means a 34% yield). (1) The reactants are [Cl:1][C:2]1[CH:3]=[C:4]([C:8]2[C:12]([C:13](O)=[O:14])=[C:11]([CH3:16])[O:10][N:9]=2)[CH:5]=[CH:6][CH:7]=1.C(N(CC)CC)C.C(OC(Cl)=O)C.[BH4-].[Na+]. The catalyst is C1COCC1.O.[OH-].[Na+]. The product is [Cl:1][C:2]1[CH:3]=[C:4]([C:8]2[C:12]([CH2:13][OH:14])=[C:11]([CH3:16])[O:10][N:9]=2)[CH:5]=[CH:6][CH:7]=1. The yield is 0.780. (2) The reactants are [F:1][C:2]([F:13])([F:12])[C:3]1[CH:8]=[CH:7][C:6]([CH2:9][C:10]#[N:11])=[CH:5][CH:4]=1.CCN(CCCC(N[C:25]1[CH:26]=[C:27](/C=C/C2C=CC=CC=2Cl)[N:28]=[C:29]2[CH:34]=[C:33](Cl)[CH:32]=[CH:31][C:30]=12)C)CC.C([O-])=O.[NH4+]. The yield is 0.730. The product is [N:28]1[C:29]2[C:30](=[CH:31][CH:32]=[CH:33][CH:34]=2)[CH:25]=[C:26]([NH:11][CH2:10][CH2:9][C:6]2[CH:5]=[CH:4][C:3]([C:2]([F:12])([F:13])[F:1])=[CH:8][CH:7]=2)[CH:27]=1. The catalyst is CO.[Pd]. (3) The reactants are [C:1]([O:6][C@@H:7]([C:9]1[N:14]=[C:13](Cl)[CH:12]=[CH:11][N:10]=1)[CH3:8])(=[O:5])[CH2:2][CH2:3][CH3:4].C(N(CC)CC)C.[N:23]1([C:29]2[O:30][C:31]3[C:36]([N:37]=2)=[CH:35][CH:34]=[CH:33][N:32]=3)[CH2:28][CH2:27][NH:26][CH2:25][CH2:24]1. The catalyst is C(O)(C)C. The product is [C:1]([O:6][C@@H:7]([C:9]1[N:14]=[C:13]([N:26]2[CH2:25][CH2:24][N:23]([C:29]3[O:30][C:31]4[C:36]([N:37]=3)=[CH:35][CH:34]=[CH:33][N:32]=4)[CH2:28][CH2:27]2)[CH:12]=[CH:11][N:10]=1)[CH3:8])(=[O:5])[CH2:2][CH2:3][CH3:4]. The yield is 0.940. (4) The reactants are Br[CH2:2][C:3]([C:5]1[CH:10]=[C:9]([O:11][CH3:12])[C:8]([Br:13])=[C:7]([O:14][CH3:15])[CH:6]=1)=O.CCOC(C)=O.C([O-])(O)=O.[Na+].[CH:27]([NH2:29])=[O:28]. No catalyst specified. The product is [Br:13][C:8]1[C:9]([O:11][CH3:12])=[CH:10][C:5]([C:3]2[N:29]=[CH:27][O:28][CH:2]=2)=[CH:6][C:7]=1[O:14][CH3:15]. The yield is 0.580. (5) The reactants are [F:1][C:2]([F:15])([F:14])[C:3]1[CH:12]=[C:11]2[C:6]([C:7]([OH:13])=[CH:8][CH:9]=[N:10]2)=[CH:5][CH:4]=1.[Cl:16][CH2:17][CH2:18]Cl.C([O-])([O-])=O.[K+].[K+].[OH-].[K+]. The catalyst is CCCC[N+](CCCC)(CCCC)CCCC.[Br-].O. The product is [Cl:16][CH2:17][CH2:18][O:13][C:7]1[C:6]2[C:11](=[CH:12][C:3]([C:2]([F:1])([F:14])[F:15])=[CH:4][CH:5]=2)[N:10]=[CH:9][CH:8]=1. The yield is 0.250. (6) The reactants are [Cl:1][C:2]1[CH:3]=[C:4]([C:14]([OH:16])=O)[S:5][C:6]=1[C:7]1[N:11]([CH3:12])[N:10]=[CH:9][C:8]=1[Cl:13].[NH2:17][C@@H:18]([CH2:31][C:32]1[CH:37]=[CH:36][CH:35]=[CH:34][C:33]=1[C:38]([F:41])([F:40])[F:39])[CH2:19][N:20]1[C:28](=[O:29])[C:27]2[C:22](=[CH:23][CH:24]=[CH:25][CH:26]=2)[C:21]1=[O:30].C(N(C(C)C)CC)(C)C.C1CN([P+](Br)(N2CCCC2)N2CCCC2)CC1.F[P-](F)(F)(F)(F)F. The catalyst is C(Cl)Cl. The product is [Cl:1][C:2]1[CH:3]=[C:4]([C:14]([NH:17][C@@H:18]([CH2:31][C:32]2[CH:37]=[CH:36][CH:35]=[CH:34][C:33]=2[C:38]([F:41])([F:39])[F:40])[CH2:19][N:20]2[C:28](=[O:29])[C:27]3[C:22](=[CH:23][CH:24]=[CH:25][CH:26]=3)[C:21]2=[O:30])=[O:16])[S:5][C:6]=1[C:7]1[N:11]([CH3:12])[N:10]=[CH:9][C:8]=1[Cl:13]. The yield is 0.820.